From a dataset of Full USPTO retrosynthesis dataset with 1.9M reactions from patents (1976-2016). Predict the reactants needed to synthesize the given product. (1) The reactants are: [Br:1][C:2]1[CH:6]=[N:5][N:4]([CH3:7])[C:3]=1[C:8]1[CH:9]=[C:10]([N:17]([CH3:19])[CH3:18])[CH:11]=[C:12]([N+:14]([O-])=O)[CH:13]=1.O.O.Cl[Sn]Cl.CCOC(C)=O.CCCCCC. Given the product [Br:1][C:2]1[CH:6]=[N:5][N:4]([CH3:7])[C:3]=1[C:8]1[CH:13]=[C:12]([NH2:14])[CH:11]=[C:10]([N:17]([CH3:18])[CH3:19])[CH:9]=1, predict the reactants needed to synthesize it. (2) Given the product [Br:14][C:9]1[C:8]([C:4]2[CH:5]=[CH:6][CH:7]=[C:2]([Cl:1])[CH:3]=2)=[N:12][NH:11][C:10]=1[NH2:13], predict the reactants needed to synthesize it. The reactants are: [Cl:1][C:2]1[CH:3]=[C:4]([C:8]2[CH:9]=[C:10]([NH2:13])[NH:11][N:12]=2)[CH:5]=[CH:6][CH:7]=1.[Br:14]N1C(=O)CCC1=O. (3) Given the product [CH2:24]([N:19]([CH2:12][C:13]1[CH:14]=[CH:15][CH:16]=[CH:17][CH:18]=1)[C@@H:20]([CH3:23])[CH2:21][N:5]1[C:1](=[O:11])[C:2]2[C:3](=[CH:7][CH:8]=[CH:9][CH:10]=2)[C:4]1=[O:6])[C:25]1[CH:30]=[CH:29][CH:28]=[CH:27][CH:26]=1, predict the reactants needed to synthesize it. The reactants are: [C:1]1(=[O:11])[NH:5][C:4](=[O:6])[C:3]2=[CH:7][CH:8]=[CH:9][CH:10]=[C:2]12.[CH2:12]([N:19]([CH2:24][C:25]1[CH:30]=[CH:29][CH:28]=[CH:27][CH:26]=1)[C@@H:20]([CH3:23])[CH2:21]O)[C:13]1[CH:18]=[CH:17][CH:16]=[CH:15][CH:14]=1.C1C=CC(P(C2C=CC=CC=2)C2C=CC=CC=2)=CC=1.CCOC(/N=N/C(OCC)=O)=O. (4) Given the product [C:1]([O:5][C:6]([NH:8][N:9]1[CH:13]=[CH:12][CH:11]=[C:10]1[CH:18]1[CH2:21][N:20]([C:22]([O:24][CH2:25][C:26]2[CH:31]=[CH:30][CH:29]=[CH:28][CH:27]=2)=[O:23])[CH2:19]1)=[O:7])([CH3:4])([CH3:3])[CH3:2], predict the reactants needed to synthesize it. The reactants are: [C:1]([O:5][C:6]([NH:8]/[N:9]=[C:10](/[CH:18]1[CH2:21][N:20]([C:22]([O:24][CH2:25][C:26]2[CH:31]=[CH:30][CH:29]=[CH:28][CH:27]=2)=[O:23])[CH2:19]1)\[CH2:11][CH2:12][CH:13](OC)OC)=[O:7])([CH3:4])([CH3:3])[CH3:2]. (5) Given the product [Si:13]([O:20][CH:21]([C:50]1[CH:55]=[CH:54][C:53]([C:56]#[N:57])=[CH:52][CH:51]=1)[CH2:22][O:24][CH2:25][C:26]1[N:27]=[CH:28][N:29]([C:31]([C:44]2[CH:45]=[CH:46][CH:47]=[CH:48][CH:49]=2)([C:38]2[CH:39]=[CH:40][CH:41]=[CH:42][CH:43]=2)[C:32]2[CH:37]=[CH:36][CH:35]=[CH:34][CH:33]=2)[CH:30]=1)([C:16]([CH3:19])([CH3:17])[CH3:18])([CH3:15])[CH3:14], predict the reactants needed to synthesize it. The reactants are: FC(F)(F)S(O[Si](C)(C)C)(=O)=O.[Si:13]([O:20][CH:21]([C:50]1[CH:55]=[CH:54][C:53]([C:56]#[N:57])=[CH:52][CH:51]=1)[C:22]([O:24][CH2:25][C:26]1[N:27]=[CH:28][N:29]([C:31]([C:44]2[CH:49]=[CH:48][CH:47]=[CH:46][CH:45]=2)([C:38]2[CH:43]=[CH:42][CH:41]=[CH:40][CH:39]=2)[C:32]2[CH:37]=[CH:36][CH:35]=[CH:34][CH:33]=2)[CH:30]=1)=O)([C:16]([CH3:19])([CH3:18])[CH3:17])([CH3:15])[CH3:14].C([SiH](CC)CC)C. (6) Given the product [Cl:18][C:19]1[CH:24]=[C:23]([Cl:25])[CH:22]=[C:21]([CH3:26])[C:20]=1[S:27]([NH:15][C:13]1[CH:12]=[CH:11][CH:10]=[C:9]([CH2:8][O:7][CH2:6][C:5]2[CH:4]=[CH:3][C:2]([F:1])=[CH:17][CH:16]=2)[N:14]=1)(=[O:29])=[O:28], predict the reactants needed to synthesize it. The reactants are: [F:1][C:2]1[CH:17]=[CH:16][C:5]([CH2:6][O:7][CH2:8][C:9]2[N:14]=[C:13]([NH2:15])[CH:12]=[CH:11][CH:10]=2)=[CH:4][CH:3]=1.[Cl:18][C:19]1[CH:24]=[C:23]([Cl:25])[CH:22]=[C:21]([CH3:26])[C:20]=1[S:27](Cl)(=[O:29])=[O:28]. (7) Given the product [N:64]1([CH2:69][C:70]2[CH:71]=[C:72]([CH:87]=[C:88]([F:90])[CH:89]=2)/[CH:73]=[CH:74]/[C:75]2[CH:80]=[CH:79][C:78]([N:81]3[CH2:82][CH2:83][N:84]([S:45]([CH2:44][C:42]#[N:43])(=[O:47])=[O:46])[CH2:85][CH2:86]3)=[CH:77][CH:76]=2)[CH:68]=[CH:67][N:66]=[CH:65]1, predict the reactants needed to synthesize it. The reactants are: N1(CC2C=C(C=C(Cl)C=2)/C=C/C2C=CC(N3CCN(S(C4C=CC=C(OC(F)(F)F)C=4)(=O)=O)CC3)=CC=2)C=CN=C1.[C:42]([CH2:44][S:45](Cl)(=[O:47])=[O:46])#[N:43].FC(F)(F)OC1C=C(S(Cl)(=O)=O)C=CC=1.[N:64]1([CH2:69][C:70]2[CH:71]=[C:72]([CH:87]=[C:88]([F:90])[CH:89]=2)/[CH:73]=[CH:74]/[C:75]2[CH:80]=[CH:79][C:78]([N:81]3[CH2:86][CH2:85][NH:84][CH2:83][CH2:82]3)=[CH:77][CH:76]=2)[CH:68]=[CH:67][N:66]=[CH:65]1.Cl.N1(CC2C=C(C=C(Cl)C=2)/C=C/C2C=CC(N3CCNCC3)=CC=2)C=CN=C1. (8) Given the product [CH2:1]([C:8]1[CH:9]=[N:10][C:11]2[C:16]([C:17]=1[C:18]1[CH:19]=[C:20]([NH:24][CH2:41][C:36]3[CH:35]=[CH:34][C:33]4[C:38](=[CH:39][CH:40]=[C:31]([O:30][CH3:29])[CH:32]=4)[CH:37]=3)[CH:21]=[CH:22][CH:23]=1)=[CH:15][CH:14]=[CH:13][C:12]=2[C:25]([F:28])([F:26])[F:27])[C:2]1[CH:3]=[CH:4][CH:5]=[CH:6][CH:7]=1, predict the reactants needed to synthesize it. The reactants are: [CH2:1]([C:8]1[CH:9]=[N:10][C:11]2[C:16]([C:17]=1[C:18]1[CH:19]=[C:20]([NH2:24])[CH:21]=[CH:22][CH:23]=1)=[CH:15][CH:14]=[CH:13][C:12]=2[C:25]([F:28])([F:27])[F:26])[C:2]1[CH:7]=[CH:6][CH:5]=[CH:4][CH:3]=1.[CH3:29][O:30][C:31]1[CH:32]=[C:33]2[C:38](=[CH:39][CH:40]=1)[CH:37]=[C:36]([CH:41]=O)[CH:35]=[CH:34]2. (9) Given the product [O:1]=[C:2]1[C:7]2[CH:8]=[CH:9][CH:10]=[CH:11][C:6]=2[S:5][C:4]([C:12]2[N:17]=[C:16]([CH2:18][S:19]([CH2:20][C:21]([O:23][CH3:24])=[O:22])=[O:33])[CH:15]=[CH:14][CH:13]=2)=[N:3]1, predict the reactants needed to synthesize it. The reactants are: [O:1]=[C:2]1[C:7]2[CH:8]=[CH:9][CH:10]=[CH:11][C:6]=2[S:5][C:4]([C:12]2[N:17]=[C:16]([CH2:18][S:19][CH2:20][C:21]([O:23][CH3:24])=[O:22])[CH:15]=[CH:14][CH:13]=2)=[N:3]1.ClC1C=CC=C(C(OO)=[O:33])C=1.